Dataset: Full USPTO retrosynthesis dataset with 1.9M reactions from patents (1976-2016). Task: Predict the reactants needed to synthesize the given product. (1) Given the product [CH:1]1([C:4]2[CH:9]=[CH:8][CH:7]=[C:6]([CH:10]3[CH2:12][CH2:11]3)[C:5]=2[CH2:13][C:14]2[NH:19][CH2:18][CH2:17][N:20]=2)[CH2:3][CH2:2]1, predict the reactants needed to synthesize it. The reactants are: [CH:1]1([C:4]2[CH:9]=[CH:8][CH:7]=[C:6]([CH:10]3[CH2:12][CH2:11]3)[C:5]=2[CH:13]=[C:14](Br)Br)[CH2:3][CH2:2]1.[CH2:17]([NH2:20])[CH2:18][NH2:19]. (2) Given the product [CH3:16][N:15]([CH3:17])[C:13]([CH3:18])([CH3:14])[CH2:12][N:8]1[CH:9]=[CH:10][C:6]([N+:3]([O-:5])=[O:4])=[N:7]1, predict the reactants needed to synthesize it. The reactants are: [H-].[Na+].[N+:3]([C:6]1[CH:10]=[CH:9][NH:8][N:7]=1)([O-:5])=[O:4].Cl[CH2:12][C:13]([CH3:18])([N:15]([CH3:17])[CH3:16])[CH3:14].[Cl-].[NH4+]. (3) Given the product [Cl:1][C:2]1[CH:8]=[CH:7][C:5]([NH:6][C:25](=[O:26])[C:24]2[CH:23]=[CH:22][C:21]([S:18]([CH:15]([CH3:16])[CH3:17])(=[O:20])=[O:19])=[CH:29][CH:28]=2)=[CH:4][C:3]=1[C:9]1[CH:14]=[CH:13][CH:12]=[CH:11][N:10]=1, predict the reactants needed to synthesize it. The reactants are: [Cl:1][C:2]1[CH:8]=[CH:7][C:5]([NH2:6])=[CH:4][C:3]=1[C:9]1[CH:14]=[CH:13][CH:12]=[CH:11][N:10]=1.[CH:15]([S:18]([C:21]1[CH:29]=[CH:28][C:24]([C:25](O)=[O:26])=[CH:23][CH:22]=1)(=[O:20])=[O:19])([CH3:17])[CH3:16]. (4) Given the product [CH3:1][O:2][C:3](=[O:18])[CH2:4][CH2:5][C:6]1[CH:11]=[CH:10][CH:9]=[C:8]([SH:12])[CH:7]=1, predict the reactants needed to synthesize it. The reactants are: [CH3:1][O:2][C:3](=[O:18])[CH2:4][CH2:5][C:6]1[CH:11]=[CH:10][CH:9]=[C:8]([S:12]C(=O)N(C)C)[CH:7]=1.C[O-].[Na+].Cl. (5) Given the product [CH3:13][C:1]1[CH:6]=[C:5]([CH3:7])[CH:4]=[C:3]([CH3:8])[C:2]=1[S:9]([O:30][C:28]1[C:27]([CH2:31][C:32]2[CH:37]=[CH:36][C:35]([O:38][CH2:39][CH2:40][CH2:41][O:42][Si:43]([C:46]([CH3:49])([CH3:47])[CH3:48])([CH3:44])[CH3:45])=[CH:34][C:33]=2[O:50][CH3:51])=[C:26]([CH3:52])[N:25]=[C:24]([NH2:23])[N:29]=1)(=[O:11])=[O:10], predict the reactants needed to synthesize it. The reactants are: [C:1]1([CH3:13])[CH:6]=[C:5]([CH3:7])[CH:4]=[C:3]([CH3:8])[C:2]=1[S:9](Cl)(=[O:11])=[O:10].CN(C)CCCN(C)C.[NH2:23][C:24]1[N:29]=[C:28]([OH:30])[C:27]([CH2:31][C:32]2[CH:37]=[CH:36][C:35]([O:38][CH2:39][CH2:40][CH2:41][O:42][Si:43]([C:46]([CH3:49])([CH3:48])[CH3:47])([CH3:45])[CH3:44])=[CH:34][C:33]=2[O:50][CH3:51])=[C:26]([CH3:52])[N:25]=1.